Task: Predict the reaction yield, written as a fraction of the theoretical maximum amount of product (1.0 means a 100% yield; for example, 0.34 means a 34% yield).. Dataset: Reaction yield outcomes from USPTO patents with 853,638 reactions (1) The reactants are [CH3:1][N:2]([S:17]([C:20]1[N:21]([CH3:25])[CH:22]=[CH:23][N:24]=1)(=[O:19])=[O:18])[C:3]1[CH:4]=[CH:5][CH:6]=[C:7]2[C:11]=1[NH:10][C:9]([C:12]([O:14]CC)=[O:13])=[CH:8]2.[OH-].[K+]. The catalyst is O1CCCC1.CO. The product is [CH3:1][N:2]([S:17]([C:20]1[N:21]([CH3:25])[CH:22]=[CH:23][N:24]=1)(=[O:19])=[O:18])[C:3]1[CH:4]=[CH:5][CH:6]=[C:7]2[C:11]=1[NH:10][C:9]([C:12]([OH:14])=[O:13])=[CH:8]2. The yield is 1.00. (2) The reactants are [BH4-].[Na+].[CH3:3][O:4][C:5]1[CH:10]=[CH:9][C:8]2[NH:11][CH:12]=[C:13]([CH:14]=[O:15])[C:7]=2[CH:6]=1. The catalyst is CO.C1COCC1.O.C(=O)([O-])[O-].[K+].[K+]. The product is [CH3:3][O:4][C:5]1[CH:6]=[C:7]2[C:8](=[CH:9][CH:10]=1)[NH:11][CH:12]=[C:13]2[CH2:14][OH:15]. The yield is 0.700. (3) The reactants are [C:1]([O:5][C:6](=[O:24])[NH:7][CH2:8][CH2:9][NH:10][CH2:11][C:12]1[O:20][C:19]2[C:18](Br)=[CH:17][N:16]([CH3:22])[C:15](=[O:23])[C:14]=2[CH:13]=1)([CH3:4])([CH3:3])[CH3:2].[CH3:25][O:26][C:27]1[CH:28]=[C:29](B(O)O)[CH:30]=[CH:31][C:32]=1[O:33][CH3:34].C(=O)([O-])[O-].[K+].[K+]. The catalyst is CCO.C1(C)C=CC=CC=1.C(OCC)(=O)C.Cl[Pd](Cl)([P](C1C=CC=CC=1)(C1C=CC=CC=1)C1C=CC=CC=1)[P](C1C=CC=CC=1)(C1C=CC=CC=1)C1C=CC=CC=1. The product is [C:1]([O:5][C:6](=[O:24])[NH:7][CH2:8][CH2:9][NH:10][CH2:11][C:12]1[O:20][C:19]2[C:18]([C:30]3[CH:29]=[CH:28][C:27]([O:26][CH3:25])=[C:32]([O:33][CH3:34])[CH:31]=3)=[CH:17][N:16]([CH3:22])[C:15](=[O:23])[C:14]=2[CH:13]=1)([CH3:4])([CH3:3])[CH3:2]. The yield is 0.643. (4) The reactants are [CH3:1][S:2]([NH:5][NH2:6])(=[O:4])=[O:3].CCN(C(C)C)C(C)C.C[O:17][C:18](=O)[C:19]1[CH:24]=[C:23]([C:25]2[N:26]([CH3:30])[CH:27]=[CH:28][CH:29]=2)[C:22]([C:31]([F:34])([F:33])[F:32])=[CH:21][C:20]=1[NH:35][C:36](OC1C=CC(Cl)=CC=1)=[O:37]. The catalyst is O1CCOCC1. The product is [CH3:30][N:26]1[CH:27]=[CH:28][CH:29]=[C:25]1[C:23]1[CH:24]=[C:19]2[C:20](=[CH:21][C:22]=1[C:31]([F:32])([F:33])[F:34])[NH:35][C:36](=[O:37])[N:6]([NH:5][S:2]([CH3:1])(=[O:4])=[O:3])[C:18]2=[O:17]. The yield is 0.800. (5) The reactants are Cl[C:2]1[CH:3]=[CH:4][C:5]2[C:14]3[CH:13]=[C:12]4[CH2:15][CH2:16][CH2:17][C:18](=[O:19])[C:11]4=[CH:10][C:9]=3[O:8][CH2:7][C:6]=2[CH:20]=1.P([O-])([O-])([O-])=O.[K+].[K+].[K+].CC(C1C=C(C(C)C)C(C2C=CC=CC=2P(C2CCCCC2)C2CCCCC2)=C(C(C)C)C=1)C.[Si:63]([C:67]#[CH:68])([CH3:66])([CH3:65])[CH3:64]. The catalyst is CC#N.CC#N.Cl[Pd]Cl.C(#N)C. The product is [CH3:64][Si:63]([C:67]#[C:68][C:2]1[CH:3]=[CH:4][C:5]2[C:14]3[CH:13]=[C:12]4[CH2:15][CH2:16][CH2:17][C:18](=[O:19])[C:11]4=[CH:10][C:9]=3[O:8][CH2:7][C:6]=2[CH:20]=1)([CH3:66])[CH3:65]. The yield is 0.334.